From a dataset of Reaction yield outcomes from USPTO patents with 853,638 reactions. Predict the reaction yield, written as a fraction of the theoretical maximum amount of product (1.0 means a 100% yield; for example, 0.34 means a 34% yield). (1) The reactants are [F:1][C:2]1[CH:7]=[CH:6][C:5]([NH:8][C:9](=O)[C@@H:10]([NH:12][C:13]2[N:21]=[CH:20][N:19]=[C:18]3[C:14]=2[N:15]=[CH:16][N:17]3C2CCCCO2)[CH3:11])=[C:4]([NH:29][C:30]2[CH:35]=[N:34][CH:33]=[CH:32][N:31]=2)[CH:3]=1.[OH-].[Na+]. The catalyst is C(O)(=O)C. The product is [F:1][C:2]1[CH:7]=[CH:6][C:5]2[N:8]=[C:9]([CH:10]([NH:12][C:13]3[N:21]=[CH:20][N:19]=[C:18]4[C:14]=3[NH:15][CH:16]=[N:17]4)[CH3:11])[N:29]([C:30]3[CH:35]=[N:34][CH:33]=[CH:32][N:31]=3)[C:4]=2[CH:3]=1. The yield is 0.390. (2) The product is [Cl:1][C:2]1[N:7]=[CH:6][N:5]=[C:4]([NH:8][C@H:9]2[CH2:25][C@H:12]([OH:13])[C@H:11]([CH2:16][OH:15])[CH2:10]2)[CH:3]=1. The yield is 0.410. The reactants are [Cl:1][C:2]1[N:7]=[CH:6][N:5]=[C:4]([NH:8][C@H:9]2[CH2:25][C@@H:12]3[O:13]C(C4C=CC(OC)=CC=4)[O:15][CH2:16][C@@H:11]3[CH2:10]2)[CH:3]=1.N[C@@H]1C2C(=CC=CC=2)CC1. No catalyst specified. (3) The reactants are [CH:1]1([O:4][C:5]2[CH:6]=[C:7]([C:15]3[NH:32][C:18]4[CH:19]=[N:20][N:21](COCC[Si](C)(C)C)[C:22](=[O:23])[C:17]=4[C:16]=3[CH2:33][O:34][CH:35]([CH2:38][CH3:39])[CH2:36][CH3:37])[CH:8]=[CH:9][C:10]=2[O:11][CH:12]([F:14])[F:13])[CH2:3][CH2:2]1.C1(OCC2C3C(=O)N(COCC[Si](C)(C)C)N=CC=3NC=2C2C=CC(OC(F)F)=C(OC3CC3)C=2)CCC1. No catalyst specified. The product is [CH:1]1([O:4][C:5]2[CH:6]=[C:7]([C:15]3[NH:32][C:18]4[CH:19]=[N:20][NH:21][C:22](=[O:23])[C:17]=4[C:16]=3[CH2:33][O:34][CH:35]([CH2:38][CH3:39])[CH2:36][CH3:37])[CH:8]=[CH:9][C:10]=2[O:11][CH:12]([F:13])[F:14])[CH2:2][CH2:3]1. The yield is 0.350. (4) The reactants are ClC1C=C(C=CC=1)C(OO)=[O:6].[CH3:12][C:13]1([CH3:40])[O:17][N:16]=[C:15]([S:18][CH:19]([C:24]2[C:25]([C:36]([F:39])([F:38])[F:37])=[N:26][N:27]([CH3:35])[C:28]=2[O:29][CH2:30][C:31]([F:34])([F:33])[F:32])[C:20]([F:23])([F:22])[F:21])[CH2:14]1. The catalyst is ClCCl. The product is [CH3:12][C:13]1([CH3:40])[O:17][N:16]=[C:15]([S:18]([CH:19]([C:24]2[C:25]([C:36]([F:39])([F:37])[F:38])=[N:26][N:27]([CH3:35])[C:28]=2[O:29][CH2:30][C:31]([F:32])([F:33])[F:34])[C:20]([F:23])([F:22])[F:21])=[O:6])[CH2:14]1. The yield is 0.510. (5) The catalyst is C1COCC1. The reactants are Br[C:2]1[CH:7]=[CH:6][C:5]([S:8][CH3:9])=[C:4]([F:10])[CH:3]=1.C([Li])CCC.[B:16](OC(C)C)([O:21]C(C)C)[O:17]C(C)C.[OH-].[K+]. The product is [F:10][C:4]1[CH:3]=[C:2]([B:16]([OH:21])[OH:17])[CH:7]=[CH:6][C:5]=1[S:8][CH3:9]. The yield is 0.524.